From a dataset of Forward reaction prediction with 1.9M reactions from USPTO patents (1976-2016). Predict the product of the given reaction. (1) Given the reactants [Cl:1][C:2]1[C:7]([C:8]2[C:17]3[CH2:16][CH2:15][CH2:14][CH2:13][C:12]=3[N:11]=[C:10]([O:18][CH2:19][C:20]3[CH:25]=[CH:24][CH:23]=[CH:22][N:21]=3)[CH:9]=2)=[CH:6][N:5]=[CH:4][N:3]=1.C(Cl)Cl.[CH3:29][N:30](C=O)C, predict the reaction product. The product is: [ClH:1].[N:21]1[CH:22]=[CH:23][CH:24]=[CH:25][C:20]=1[CH2:19][O:18][C:10]1[CH:9]=[C:8]([C:7]2[C:2]([C:29]#[N:30])=[N:3][CH:4]=[N:5][CH:6]=2)[C:17]2[CH2:16][CH2:15][CH2:14][CH2:13][C:12]=2[N:11]=1. (2) Given the reactants Cl[C:2]1[C:11]2[C:6](=[CH:7][CH:8]=[CH:9][CH:10]=2)[N:5]=[C:4]([C:12]2[CH:13]=[N:14][CH:15]=[CH:16][CH:17]=2)[N:3]=1.C(N(CC)C(C)C)(C)C.[Cl:27][C:28]1[N:33]=[C:32]([CH:34]([C:37]2[CH:42]=[CH:41][CH:40]=[CH:39][CH:38]=2)[CH2:35][NH2:36])[CH:31]=[CH:30][CH:29]=1, predict the reaction product. The product is: [Cl:27][C:28]1[N:33]=[C:32]([CH:34]([C:37]2[CH:42]=[CH:41][CH:40]=[CH:39][CH:38]=2)[CH2:35][NH:36][C:2]2[C:11]3[C:6](=[CH:7][CH:8]=[CH:9][CH:10]=3)[N:5]=[C:4]([C:12]3[CH:13]=[N:14][CH:15]=[CH:16][CH:17]=3)[N:3]=2)[CH:31]=[CH:30][CH:29]=1. (3) Given the reactants Cl[C:2]1[N:7]=[C:6]([C:8]([F:11])([F:10])[F:9])[CH:5]=[C:4]([C:12]2[CH:17]=[CH:16][C:15]([C:18]([F:21])([F:20])[F:19])=[CH:14][CH:13]=2)[N:3]=1.[I:22][C:23]1[N:24]=[CH:25][NH:26][C:27]=1[CH3:28], predict the reaction product. The product is: [I:22][C:23]1[N:24]=[CH:25][N:26]([C:2]2[N:7]=[C:6]([C:8]([F:11])([F:10])[F:9])[CH:5]=[C:4]([C:12]3[CH:17]=[CH:16][C:15]([C:18]([F:21])([F:20])[F:19])=[CH:14][CH:13]=3)[N:3]=2)[C:27]=1[CH3:28]. (4) Given the reactants Cl[CH2:2][C:3]1[N:4]=[C:5]2[S:12][C:11]([C:13]([F:16])([F:15])[F:14])=[C:10]([C:17]([NH:19][CH2:20][CH3:21])=[O:18])[N:6]2[C:7](=[O:9])[CH:8]=1.C(=O)([O-])[O-].[K+].[K+].[CH:28]1([C:31]2[NH:35][N:34]=[C:33]([C:36]([F:39])([F:38])[F:37])[CH:32]=2)[CH2:30][CH2:29]1, predict the reaction product. The product is: [CH:28]1([C:31]2[N:35]([CH2:2][C:3]3[N:4]=[C:5]4[S:12][C:11]([C:13]([F:16])([F:15])[F:14])=[C:10]([C:17]([NH:19][CH2:20][CH3:21])=[O:18])[N:6]4[C:7](=[O:9])[CH:8]=3)[N:34]=[C:33]([C:36]([F:38])([F:39])[F:37])[CH:32]=2)[CH2:29][CH2:30]1.[CH:28]1([C:31]2[CH:32]=[C:33]([C:36]([F:38])([F:39])[F:37])[N:34]([CH2:2][C:3]3[N:4]=[C:5]4[S:12][C:11]([C:13]([F:16])([F:15])[F:14])=[C:10]([C:17]([NH:19][CH2:20][CH3:21])=[O:18])[N:6]4[C:7](=[O:9])[CH:8]=3)[N:35]=2)[CH2:29][CH2:30]1.